From a dataset of Catalyst prediction with 721,799 reactions and 888 catalyst types from USPTO. Predict which catalyst facilitates the given reaction. (1) Product: [Br:14][C:15]1[CH:23]=[CH:22][C:18]([C:19]([NH:11][CH2:10][CH:9]([O:12][CH3:13])[O:8][CH3:7])=[O:20])=[CH:17][CH:16]=1. Reactant: C(=O)([O-])[O-].[K+].[K+].[CH3:7][O:8][CH:9]([O:12][CH3:13])[CH2:10][NH2:11].[Br:14][C:15]1[CH:23]=[CH:22][C:18]([C:19](Cl)=[O:20])=[CH:17][CH:16]=1. The catalyst class is: 283. (2) Product: [OH:24][CH2:23][CH2:22][CH2:21][NH:20][C:19]1[C:10]2[N:11]([C:7]([C:4]3[CH2:3][CH2:2][N:1]([C:29](=[O:31])[CH3:30])[CH2:6][CH:5]=3)=[CH:8][N:9]=2)[C:12]2[C:17]([N:18]=1)=[CH:16][C:15]([C:25]([F:26])([F:28])[F:27])=[CH:14][CH:13]=2. Reactant: [NH:1]1[CH2:6][CH:5]=[C:4]([C:7]2[N:11]3[C:12]4[C:17]([N:18]=[C:19]([NH:20][CH2:21][CH2:22][CH2:23][OH:24])[C:10]3=[N:9][CH:8]=2)=[CH:16][C:15]([C:25]([F:28])([F:27])[F:26])=[CH:14][CH:13]=4)[CH2:3][CH2:2]1.[C:29](Cl)(=[O:31])[CH3:30]. The catalyst class is: 4. (3) Reactant: [CH:1]([C:3]1[CH:8]=[CH:7][C:6]([N+:9]([O-:11])=[O:10])=[CH:5][N:4]=1)=[CH2:2].[CH3:12][S:13]([N:16]1[CH2:21][CH2:20][NH:19][CH2:18][CH2:17]1)(=[O:15])=[O:14]. Product: [CH3:12][S:13]([N:16]1[CH2:21][CH2:20][N:19]([CH2:2][CH2:1][C:3]2[CH:8]=[CH:7][C:6]([N+:9]([O-:11])=[O:10])=[CH:5][N:4]=2)[CH2:18][CH2:17]1)(=[O:15])=[O:14]. The catalyst class is: 41. (4) Product: [CH3:3][C:4]1[N:8]2[C:9]3[CH:15]=[C:14]([CH3:16])[N:13]([CH2:19][C:20]4[CH:25]=[CH:24][N:23]=[CH:22][CH:21]=4)[C:10]=3[CH:11]=[CH:12][C:7]2=[N:6][N:5]=1. The catalyst class is: 3. Reactant: [H-].[Na+].[CH3:3][C:4]1[N:8]2[C:9]3[CH:15]=[C:14]([CH3:16])[NH:13][C:10]=3[CH:11]=[CH:12][C:7]2=[N:6][N:5]=1.Br.Br[CH2:19][C:20]1[CH:25]=[CH:24][N:23]=[CH:22][CH:21]=1. (5) Reactant: [Cl:1][C:2]1[N:7]=[C:6](S(C)(=O)=O)[N:5]=[C:4]([N:12]2[CH2:17][CH2:16][O:15][CH2:14][CH2:13]2)[CH:3]=1.[CH2:18]([NH2:20])[CH3:19]. Product: [Cl:1][C:2]1[CH:3]=[C:4]([N:12]2[CH2:17][CH2:16][O:15][CH2:14][CH2:13]2)[N:5]=[C:6]([NH:20][CH2:18][CH3:19])[N:7]=1. The catalyst class is: 1. (6) Reactant: [F:1][C:2]1[C:3]([NH:30]C(=O)OC(C)(C)C)=[N:4][CH:5]=[C:6]([C:8]2[CH:9]=[C:10]3[C:16]([C:17]4[CH:18]=[N:19][N:20]([CH2:22][C:23]5[CH:28]=[CH:27][CH:26]=[C:25]([F:29])[CH:24]=5)[CH:21]=4)=[CH:15][NH:14][C:11]3=[N:12][CH:13]=2)[CH:7]=1. Product: [F:1][C:2]1[C:3]([NH2:30])=[N:4][CH:5]=[C:6]([C:8]2[CH:9]=[C:10]3[C:16]([C:17]4[CH:18]=[N:19][N:20]([CH2:22][C:23]5[CH:28]=[CH:27][CH:26]=[C:25]([F:29])[CH:24]=5)[CH:21]=4)=[CH:15][NH:14][C:11]3=[N:12][CH:13]=2)[CH:7]=1. The catalyst class is: 67. (7) Reactant: [N:1]1[C:10]2[C:5](=[CH:6][CH:7]=[CH:8][CH:9]=2)[CH:4]=[CH:3][C:2]=1[N:11]1[CH2:14][CH:13]([O:15][C:16]2[N:17]=[N:18][CH:19]=[CH:20][C:21]=2[N:22]2[CH2:27][CH2:26][CH:25]([C:28](=[O:30])[CH3:29])[CH2:24][CH2:23]2)[CH2:12]1.[BH4-].[BH4-].[BH4-].[BH4-].[Na+].[Na+].[Na+].[Na+].[Cl-].[NH4+]. Product: [N:1]1[C:10]2[C:5](=[CH:6][CH:7]=[CH:8][CH:9]=2)[CH:4]=[CH:3][C:2]=1[N:11]1[CH2:12][CH:13]([O:15][C:16]2[N:17]=[N:18][CH:19]=[CH:20][C:21]=2[N:22]2[CH2:23][CH2:24][CH:25]([CH:28]([OH:30])[CH3:29])[CH2:26][CH2:27]2)[CH2:14]1. The catalyst class is: 5. (8) Reactant: [Br:1][C:2]1[CH:11]=[N:10][C:9]2[NH:8][C:7](=[O:12])[CH2:6][O:5][C:4]=2[CH:3]=1.[C:13](=O)([O-])[O-].[Cs+].[Cs+].CI. Product: [Br:1][C:2]1[CH:11]=[N:10][C:9]2[N:8]([CH3:13])[C:7](=[O:12])[CH2:6][O:5][C:4]=2[CH:3]=1. The catalyst class is: 7. (9) Reactant: [NH2:1][C:2]1[C:3]([OH:14])=[N:4][CH:5]=[C:6]([S:8]([C:10]([F:13])([F:12])[F:11])=[O:9])[CH:7]=1.[CH2:15]([S:17][C:18]1[C:19]([C:24](O)=[O:25])=[N:20][CH:21]=[CH:22][CH:23]=1)[CH3:16].CCN=C=NCCCN(C)C.Cl.N1C=CC=CC=1. Product: [CH2:15]([S:17][C:18]1[C:19]([C:24]([NH:1][C:2]2[C:3]([OH:14])=[N:4][CH:5]=[C:6]([S:8]([C:10]([F:13])([F:12])[F:11])=[O:9])[CH:7]=2)=[O:25])=[N:20][CH:21]=[CH:22][CH:23]=1)[CH3:16]. The catalyst class is: 6.